Predict the product of the given reaction. From a dataset of Forward reaction prediction with 1.9M reactions from USPTO patents (1976-2016). (1) Given the reactants [Cl:1][C:2]1[CH:10]=[C:9]([O:11][CH3:12])[C:8]([F:13])=[CH:7][C:3]=1[C:4]([OH:6])=O.CCN=C=NCCCN(C)C.Cl.[Cl:26][C:27]1[C:28]2[N:29]([CH:37]=[C:38]([C:40]([NH:42][NH2:43])=[O:41])[N:39]=2)[CH:30]=[C:31]([C:33]([F:36])([F:35])[F:34])[CH:32]=1, predict the reaction product. The product is: [Cl:26][C:27]1[C:28]2[N:29]([CH:37]=[C:38]([C:40]([NH:42][NH:43][C:4](=[O:6])[C:3]3[CH:7]=[C:8]([F:13])[C:9]([O:11][CH3:12])=[CH:10][C:2]=3[Cl:1])=[O:41])[N:39]=2)[CH:30]=[C:31]([C:33]([F:34])([F:35])[F:36])[CH:32]=1. (2) Given the reactants C(OC([CH2:8][NH:9][C:10]1[N:15]=[C:14]([C:16]2[CH:21]=[CH:20][C:19]([CH:22]=[CH:23][C:24]([O:26][CH2:27][CH3:28])=[O:25])=[CH:18][CH:17]=2)[CH:13]=[CH:12][CH:11]=1)=O)(C)(C)C.FC(F)(F)C(O)=O.C(=O)([O-])O.[Na+].[CH2:41]([N:48]=[C:49]=[O:50])[CH2:42][CH2:43][CH2:44][CH2:45][CH2:46][CH3:47].CN(C1C=CC=CN=1)C, predict the reaction product. The product is: [CH2:41]([NH:48][C:49](=[O:50])[N:9]([C:10]1[N:15]=[C:14]([C:16]2[CH:17]=[CH:18][C:19]([CH:22]=[CH:23][C:24]([O:26][CH2:27][CH3:28])=[O:25])=[CH:20][CH:21]=2)[CH:13]=[CH:12][CH:11]=1)[CH3:8])[CH2:42][CH2:43][CH2:44][CH2:45][CH2:46][CH3:47]. (3) Given the reactants Cl.[NH2:2][CH2:3][C:4](=O)[CH2:5][CH2:6][C:7]([OH:9])=[O:8].[CH3:11][S:12]([CH2:15][C:16](=O)[CH3:17])(=[O:14])=[O:13].C([O-])(=O)C.[Na+], predict the reaction product. The product is: [CH3:11][S:12]([C:15]1[C:4]([CH2:5][CH2:6][C:7]([OH:9])=[O:8])=[CH:3][NH:2][C:16]=1[CH3:17])(=[O:14])=[O:13].